Dataset: Reaction yield outcomes from USPTO patents with 853,638 reactions. Task: Predict the reaction yield, written as a fraction of the theoretical maximum amount of product (1.0 means a 100% yield; for example, 0.34 means a 34% yield). The reactants are [OH:1][CH:2]1[CH2:9][N:8](C(OCC2C=CC=CC=2)=O)[CH2:7][CH:6]2[CH:4]([CH2:5]2)[CH2:3]1. The catalyst is CO.[Pd]. The product is [CH:4]12[CH2:5][CH:6]1[CH2:7][NH:8][CH2:9][CH:2]([OH:1])[CH2:3]2. The yield is 0.691.